This data is from HIV replication inhibition screening data with 41,000+ compounds from the AIDS Antiviral Screen. The task is: Binary Classification. Given a drug SMILES string, predict its activity (active/inactive) in a high-throughput screening assay against a specified biological target. (1) The compound is CCCCCC(=O)OC1(C(C)=O)CCC2C3CCC4=CC(=O)CCC4C3CCC21C. The result is 0 (inactive). (2) The result is 1 (active). The compound is CCN(CC)CCC1(C2CCCCC2)CCC(=O)NC1=O.Cl. (3) The compound is CCOC(=O)Nc1ccc2c(c1)C(=NNC(N)=S)c1ccccc1-2. The result is 0 (inactive). (4) The molecule is COc1cc(NC=O)c2c(c1)SC(C)C(=O)N2. The result is 1 (active). (5) The compound is COc1cc2ccnc(-c3n[nH]c4cc(OC)c(OC)cc34)c2cc1OC. The result is 0 (inactive).